Dataset: Forward reaction prediction with 1.9M reactions from USPTO patents (1976-2016). Task: Predict the product of the given reaction. (1) Given the reactants [CH2:1]([C:4]1[N:5]([CH2:17][CH2:18][C:19](OCC)=[O:20])[C:6]2[C:15]3[CH:14]=[CH:13][CH:12]=[CH:11][C:10]=3[N:9]=[CH:8][C:7]=2[N:16]=1)[CH2:2][CH3:3].[NH:24]1[CH2:29][CH2:28][O:27][CH2:26][CH2:25]1, predict the reaction product. The product is: [N:24]1([C:19](=[O:20])[CH2:18][CH2:17][N:5]2[C:6]3[C:15]4[CH:14]=[CH:13][CH:12]=[CH:11][C:10]=4[N:9]=[CH:8][C:7]=3[N:16]=[C:4]2[CH2:1][CH2:2][CH3:3])[CH2:29][CH2:28][O:27][CH2:26][CH2:25]1. (2) Given the reactants Cl[C:2]1[N:7]=[C:6]([Cl:8])[N:5]=[CH:4][N:3]=1.C(N(CC)C(C)C)(C)C.[NH2:18][C:19]1[CH:24]=[CH:23][C:22]([CH:25]2[CH2:30][CH2:29][N:28]([C:31]([O:33][CH2:34][CH2:35][Si:36]([CH3:39])([CH3:38])[CH3:37])=[O:32])[CH2:27][CH2:26]2)=[C:21]([CH3:40])[CH:20]=1, predict the reaction product. The product is: [Cl:8][C:6]1[N:5]=[CH:4][N:3]=[C:2]([NH:18][C:19]2[CH:24]=[CH:23][C:22]([CH:25]3[CH2:30][CH2:29][N:28]([C:31]([O:33][CH2:34][CH2:35][Si:36]([CH3:39])([CH3:38])[CH3:37])=[O:32])[CH2:27][CH2:26]3)=[C:21]([CH3:40])[CH:20]=2)[N:7]=1. (3) Given the reactants [CH3:1][C:2]1([CH3:23])[C:11]2[C:6](=[CH:7][C:8](OS(C(F)(F)F)(=O)=O)=[C:9]([CH3:12])[CH:10]=2)[C:5]([CH3:22])([CH3:21])[CH2:4][O:3]1.CCN(CC)CC.C(O)=O.O, predict the reaction product. The product is: [CH3:1][C:2]1([CH3:23])[C:11]2[C:6](=[CH:7][CH:8]=[C:9]([CH3:12])[CH:10]=2)[C:5]([CH3:22])([CH3:21])[CH2:4][O:3]1. (4) Given the reactants [Cl:1][C:2]1[C:7]([C:8]2[CH:13]=[CH:12][CH:11]=[CH:10][CH:9]=2)=[C:6](Cl)[N:5]2[N:15]=[CH:16][CH:17]=[C:4]2[N:3]=1.[CH3:18][O-:19].[Na+], predict the reaction product. The product is: [Cl:1][C:2]1[C:7]([C:8]2[CH:13]=[CH:12][CH:11]=[CH:10][CH:9]=2)=[C:6]([O:19][CH3:18])[N:5]2[N:15]=[CH:16][CH:17]=[C:4]2[N:3]=1. (5) Given the reactants O.[OH-].[Li+].[NH2:4][C:5]1[N:10]=[C:9]([C:11]2[CH:20]=[C:19]3[C:14]([CH2:15][CH2:16][N:17]([C:21]([NH:23][C@@H:24]([CH2:29][C:30]4[CH:35]=[CH:34][CH:33]=[CH:32][CH:31]=4)[C:25]([O:27]C)=[O:26])=[O:22])[CH2:18]3)=[CH:13][CH:12]=2)[CH:8]=[C:7]([N:36]2[CH2:41][CH2:40][N:39]([CH3:42])[CH2:38][CH2:37]2)[N:6]=1.Cl.[Li+].[Cl-], predict the reaction product. The product is: [NH2:4][C:5]1[N:10]=[C:9]([C:11]2[CH:20]=[C:19]3[C:14]([CH2:15][CH2:16][N:17]([C:21]([NH:23][C@@H:24]([CH2:29][C:30]4[CH:35]=[CH:34][CH:33]=[CH:32][CH:31]=4)[C:25]([OH:27])=[O:26])=[O:22])[CH2:18]3)=[CH:13][CH:12]=2)[CH:8]=[C:7]([N:36]2[CH2:37][CH2:38][N:39]([CH3:42])[CH2:40][CH2:41]2)[N:6]=1. (6) The product is: [C:29]1([C:35]2[CH:36]=[CH:37][CH:38]=[CH:39][CH:40]=2)[CH:34]=[CH:33][C:32]([O:1][C@H:2]([C:23]2[CH:24]=[CH:25][CH:26]=[CH:27][CH:28]=2)[CH2:3][CH2:4][N:5]2[CH2:10][CH2:9][CH:8]([C:11]3[CH:12]=[C:13]([NH:17][C:18](=[O:22])[CH:19]([CH3:21])[CH3:20])[CH:14]=[CH:15][CH:16]=3)[CH2:7][CH2:6]2)=[CH:31][CH:30]=1. Given the reactants [OH:1][C@@H:2]([C:23]1[CH:28]=[CH:27][CH:26]=[CH:25][CH:24]=1)[CH2:3][CH2:4][N:5]1[CH2:10][CH2:9][CH:8]([C:11]2[CH:12]=[C:13]([NH:17][C:18](=[O:22])[CH:19]([CH3:21])[CH3:20])[CH:14]=[CH:15][CH:16]=2)[CH2:7][CH2:6]1.[C:29]1([C:35]2[CH:40]=[CH:39][C:38](O)=[CH:37][CH:36]=2)[CH:34]=[CH:33][CH:32]=[CH:31][CH:30]=1.C1(P(C2C=CC=CC=2)C2C=CC=CC=2)C=CC=CC=1.N(C(OCC)=O)=NC(OCC)=O.N, predict the reaction product. (7) The product is: [NH2:10][C:9]1[C:8]2[CH:11]=[CH:12][CH:13]=[CH:14][C:7]=2[S:6][CH:5]=1. Given the reactants COC([C:5]1[S:6][C:7]2[CH:14]=[CH:13][CH:12]=[CH:11][C:8]=2[C:9]=1[NH2:10])=O.N1CCNCC1, predict the reaction product. (8) Given the reactants [C:1]([C:5]1[CH:6]=[C:7]([NH:18][C:19]([NH:21][C:22]2[C:31]3[C:26](=[CH:27][CH:28]=[CH:29][CH:30]=3)[C:25]([O:32][C:33]3[CH:38]=[CH:37][N:36]=[C:35](Cl)[N:34]=3)=[CH:24][CH:23]=2)=[O:20])[C:8]([O:16][CH3:17])=[C:9]([NH:11][S:12]([CH3:15])(=[O:14])=[O:13])[CH:10]=1)([CH3:4])([CH3:3])[CH3:2].[Cl:40][C:41]1[C:47]([O:48][CH2:49][CH2:50][O:51][CH2:52][CH2:53][O:54][CH2:55][CH2:56][O:57][CH3:58])=[CH:46][C:44]([NH2:45])=[CH:43][C:42]=1[O:59][CH3:60], predict the reaction product. The product is: [C:1]([C:5]1[CH:6]=[C:7]([NH:18][C:19]([NH:21][C:22]2[C:31]3[C:26](=[CH:27][CH:28]=[CH:29][CH:30]=3)[C:25]([O:32][C:33]3[CH:38]=[CH:37][N:36]=[C:35]([NH:45][C:44]4[CH:46]=[C:47]([O:48][CH2:49][CH2:50][O:51][CH2:52][CH2:53][O:54][CH2:55][CH2:56][O:57][CH3:58])[C:41]([Cl:40])=[C:42]([O:59][CH3:60])[CH:43]=4)[N:34]=3)=[CH:24][CH:23]=2)=[O:20])[C:8]([O:16][CH3:17])=[C:9]([NH:11][S:12]([CH3:15])(=[O:13])=[O:14])[CH:10]=1)([CH3:2])([CH3:4])[CH3:3]. (9) Given the reactants [F:1][CH:2]([F:37])[C:3]1[CH:7]=[C:6]([CH:8]([F:10])[F:9])[N:5]([CH2:11][C:12]([N:14]2[CH2:19][CH2:18][CH:17]([C:20]3[S:21][CH:22]=[C:23]([C:25]4[CH2:29][CH:28]([C:30]5[CH:35]=[CH:34][CH:33]=[CH:32][C:31]=5[OH:36])[O:27][N:26]=4)[N:24]=3)[CH2:16][CH2:15]2)=[O:13])[N:4]=1.C(=O)([O-])[O-].[K+].[K+].[I-].[K+].Br[CH2:47][C:48]#[CH:49].Cl, predict the reaction product. The product is: [F:37][CH:2]([F:1])[C:3]1[CH:7]=[C:6]([CH:8]([F:10])[F:9])[N:5]([CH2:11][C:12]([N:14]2[CH2:15][CH2:16][CH:17]([C:20]3[S:21][CH:22]=[C:23]([C:25]4[CH2:29][CH:28]([C:30]5[CH:35]=[CH:34][CH:33]=[CH:32][C:31]=5[O:36][CH2:49][C:48]#[CH:47])[O:27][N:26]=4)[N:24]=3)[CH2:18][CH2:19]2)=[O:13])[N:4]=1. (10) Given the reactants [CH3:1][C:2]1[N:7]=[CH:6][C:5](B(O)O)=[CH:4][N:3]=1.FC(F)(F)S(O[C:17]1[CH:26]=[CH:25][CH:24]=[C:23]2[C:18]=1[CH2:19][C@H:20]([N:27]([CH2:35][C:36]1[CH:41]=[CH:40][CH:39]=[CH:38][CH:37]=1)[CH2:28][C:29]1[CH:34]=[CH:33][CH:32]=[CH:31][CH:30]=1)[CH2:21][O:22]2)(=O)=O, predict the reaction product. The product is: [CH2:35]([N:27]([CH2:28][C:29]1[CH:34]=[CH:33][CH:32]=[CH:31][CH:30]=1)[C@H:20]1[CH2:19][C:18]2[C:23](=[CH:24][CH:25]=[CH:26][C:17]=2[C:5]2[CH:4]=[N:3][C:2]([CH3:1])=[N:7][CH:6]=2)[O:22][CH2:21]1)[C:36]1[CH:37]=[CH:38][CH:39]=[CH:40][CH:41]=1.